The task is: Predict the reactants needed to synthesize the given product.. This data is from Full USPTO retrosynthesis dataset with 1.9M reactions from patents (1976-2016). (1) Given the product [C:1]([O:5][C:6]([NH:8][C:9]1[CH:14]=[CH:13][CH:12]=[CH:11][C:10]=1[NH:15][C:16](=[O:27])[CH2:17][CH2:18][CH2:19][CH2:20][CH2:21][C:22]([OH:24])=[O:23])=[O:7])([CH3:4])([CH3:2])[CH3:3], predict the reactants needed to synthesize it. The reactants are: [C:1]([O:5][C:6]([NH:8][C:9]1[CH:14]=[CH:13][CH:12]=[CH:11][C:10]=1[NH:15][C:16](=[O:27])[CH2:17][CH2:18][CH2:19][CH2:20][CH2:21][C:22]([O:24]CC)=[O:23])=[O:7])([CH3:4])([CH3:3])[CH3:2].O.[OH-].[Li+]. (2) Given the product [CH3:3][C:2]([C:6]1[CH:11]=[CH:10][C:9]([S:12]([NH:15][C:16]2[C:21]([O:22][C:23]3[CH:28]=[CH:27][CH:26]=[CH:25][C:24]=3[O:29][CH3:30])=[C:20]([O:43][CH2:42][CH2:41][OH:44])[N:19]=[C:18]([C:32]3[N:37]=[CH:36][CH:35]=[CH:34][N:33]=3)[N:17]=2)(=[O:14])=[O:13])=[CH:8][CH:7]=1)([CH3:5])[CH3:4].[Ca:39].[CH3:3][C:2]([C:6]1[CH:11]=[CH:10][C:9]([S:12]([NH:15][C:16]2[C:21]([O:22][C:23]3[CH:28]=[CH:27][CH:26]=[CH:25][C:24]=3[O:29][CH3:30])=[C:20]([O:43][CH2:42][CH2:41][OH:44])[N:19]=[C:18]([C:32]3[N:37]=[CH:36][CH:35]=[CH:34][N:33]=3)[N:17]=2)(=[O:14])=[O:13])=[CH:8][CH:7]=1)([CH3:5])[CH3:4], predict the reactants needed to synthesize it. The reactants are: [K].[C:2]([C:6]1[CH:11]=[CH:10][C:9]([S:12]([NH:15][C:16]2[C:21]([O:22][C:23]3[CH:28]=[CH:27][CH:26]=[CH:25][C:24]=3[O:29][CH3:30])=[C:20](Cl)[N:19]=[C:18]([C:32]3[N:37]=[CH:36][CH:35]=[CH:34][N:33]=3)[N:17]=2)(=[O:14])=[O:13])=[CH:8][CH:7]=1)([CH3:5])([CH3:4])[CH3:3].[OH-].[Ca+2:39].[OH-].[CH2:41]([OH:44])[CH2:42][OH:43]. (3) Given the product [CH:11]1([CH2:10][N:9]2[C:7](=[O:8])[NH:6][C:3]3[C:4]2=[N:5][C:41]([C:42]2[CH:23]=[CH:20][CH:21]=[C:44]([OH:40])[CH:43]=2)=[N:1][C:2]=3[C:17]([NH2:18])=[O:29])[CH2:16][CH2:15][CH2:14][CH2:13][CH2:12]1, predict the reactants needed to synthesize it. The reactants are: [NH2:1]/[C:2](/[C:17]#[N:18])=[C:3](\[NH:6][C:7]([NH:9][CH2:10][CH:11]1[CH2:16][CH2:15][CH2:14][CH2:13][CH2:12]1)=[O:8])/[C:4]#[N:5].N/[C:20](=[C:23](\N)/C#N)/[C:21]#N.N(CC1CCCCC1)=C=[O:29].ClCCl.[O:40]1[CH2:44][CH2:43][CH2:42][CH2:41]1. (4) Given the product [C:1]([CH2:3][C:4]1([N:22]2[CH:26]=[C:25]([C:27]3[CH:32]=[CH:31][N:30]=[C:29]4[NH:33][CH:34]=[CH:35][C:28]=34)[CH:24]=[N:23]2)[CH2:5][N:6]([C:8]2[CH:9]=[CH:10][C:11]([C:14]([NH:16][C@H:17]([CH:19]3[CH2:20][CH2:21]3)[CH3:18])=[O:15])=[N:12][CH:13]=2)[CH2:7]1)#[N:2], predict the reactants needed to synthesize it. The reactants are: [C:1]([CH2:3][C:4]1([N:22]2[CH:26]=[C:25]([C:27]3[CH:32]=[CH:31][N:30]=[C:29]4[N:33](COCC[Si](C)(C)C)[CH:34]=[CH:35][C:28]=34)[CH:24]=[N:23]2)[CH2:7][N:6]([C:8]2[CH:9]=[CH:10][C:11]([C:14]([NH:16][C@H:17]([CH:19]3[CH2:21][CH2:20]3)[CH3:18])=[O:15])=[N:12][CH:13]=2)[CH2:5]1)#[N:2].C(O)(C(F)(F)F)=O. (5) Given the product [NH2:19][CH2:18][C:8]1[C:7]([CH2:6][N:3]([CH2:4][CH3:5])[CH2:1][CH3:2])=[CH:16][C:15]2[C:10](=[CH:11][CH:12]=[CH:13][C:14]=2[F:17])[N:9]=1, predict the reactants needed to synthesize it. The reactants are: [CH2:1]([N:3]([CH2:6][C:7]1[C:8]([CH2:18][NH:19]C(=O)OC(C)(C)C)=[N:9][C:10]2[C:15]([CH:16]=1)=[C:14]([F:17])[CH:13]=[CH:12][CH:11]=2)[CH2:4][CH3:5])[CH3:2].FC(F)(F)C(O)=O. (6) Given the product [C:16]([O:8][C:4]1[CH:5]=[CH:6][CH:7]=[C:2]([Cl:1])[CH:3]=1)(=[O:18])[CH3:17], predict the reactants needed to synthesize it. The reactants are: [Cl:1][C:2]1[CH:3]=[C:4]([OH:8])[CH:5]=[CH:6][CH:7]=1.C(N(CC)CC)C.[C:16](OC(=O)C)(=[O:18])[CH3:17]. (7) Given the product [Cl:1][C:2]1[CH:7]=[CH:6][CH:5]=[CH:4][C:3]=1[N:8]([CH3:16])[C:9]1[C:10]([NH:15][C:18]2[CH:23]=[CH:22][CH:21]=[CH:20][C:19]=2[N+:24]([O-:26])=[O:25])=[CH:11][CH:12]=[CH:13][CH:14]=1, predict the reactants needed to synthesize it. The reactants are: [Cl:1][C:2]1[CH:7]=[CH:6][CH:5]=[CH:4][C:3]=1[N:8]([CH3:16])[C:9]1[C:10]([NH2:15])=[CH:11][CH:12]=[CH:13][CH:14]=1.I[C:18]1[CH:23]=[CH:22][CH:21]=[CH:20][C:19]=1[N+:24]([O-:26])=[O:25].C1C=CC(P(C2C(C3C(P(C4C=CC=CC=4)C4C=CC=CC=4)=CC=C4C=3C=CC=C4)=C3C(C=CC=C3)=CC=2)C2C=CC=CC=2)=CC=1.C([O-])([O-])=O.[Cs+].[Cs+]. (8) The reactants are: [F:1][C:2]1[CH:22]=[CH:21][C:5]([CH2:6][N:7]2[CH:11]=[CH:10][C:9]([C@@H:12]3[CH2:17][N:16]4[CH2:18][CH2:19][CH2:20][C@@H:15]4[CH2:14][NH:13]3)=[N:8]2)=[CH:4][CH:3]=1.[C:23]([O:27][C:28]([NH:30][C@@H:31]([CH:35]1[CH2:40][CH2:39][CH2:38][CH2:37][CH2:36]1)[C:32](O)=[O:33])=[O:29])([CH3:26])([CH3:25])[CH3:24].C(N(C(C)C)C(C)C)C.F[P-](F)(F)(F)(F)F.N1(OC(N(C)C)=[N+](C)C)C2N=CC=CC=2N=N1. Given the product [C:23]([O:27][C:28](=[O:29])[NH:30][C@@H:31]([CH:35]1[CH2:36][CH2:37][CH2:38][CH2:39][CH2:40]1)[C:32]([N:13]1[C@H:12]([C:9]2[CH:10]=[CH:11][N:7]([CH2:6][C:5]3[CH:21]=[CH:22][C:2]([F:1])=[CH:3][CH:4]=3)[N:8]=2)[CH2:17][N:16]2[CH2:18][CH2:19][CH2:20][C@@H:15]2[CH2:14]1)=[O:33])([CH3:26])([CH3:24])[CH3:25], predict the reactants needed to synthesize it. (9) Given the product [CH3:1][O:2][CH2:3][CH2:4][CH2:5][O:6][C:7]1[CH:8]=[C:9]([CH:27]=[CH:28][C:29]=1[O:30][CH3:31])[CH2:10][C@H:11]([CH:24]([CH3:26])[CH3:25])[CH2:12][CH:13]([NH:16][C:17](=[O:23])[O:18][C:19]([CH3:22])([CH3:21])[CH3:20])[CH:14]1[CH2:32][O:15]1, predict the reactants needed to synthesize it. The reactants are: [CH3:1][O:2][CH2:3][CH2:4][CH2:5][O:6][C:7]1[CH:8]=[C:9]([CH:27]=[CH:28][C:29]=1[O:30][CH3:31])[CH2:10][C@H:11]([CH:24]([CH3:26])[CH3:25])[CH2:12][CH:13]([NH:16][C:17](=[O:23])[O:18][C:19]([CH3:22])([CH3:21])[CH3:20])[CH:14]=[O:15].[CH2:32]1COCC1. (10) The reactants are: Cl[C:2]1[CH:3]=[C:4]2[C:9](=[CH:10][CH:11]=1)[N:8]=[C:7]([NH:12][CH2:13][CH2:14][O:15][C:16]1[CH:21]=[CH:20][CH:19]=[CH:18][CH:17]=1)[CH:6]=[CH:5]2.[N:22]1[CH:27]=[CH:26][CH:25]=[C:24]([CH2:28][NH2:29])[CH:23]=1. Given the product [O:15]([CH2:14][CH2:13][NH:12][C:7]1[CH:6]=[CH:5][C:4]2[C:9](=[CH:10][CH:11]=[C:2]([NH:29][CH2:28][C:24]3[CH:23]=[N:22][CH:27]=[CH:26][CH:25]=3)[CH:3]=2)[N:8]=1)[C:16]1[CH:21]=[CH:20][CH:19]=[CH:18][CH:17]=1, predict the reactants needed to synthesize it.